From a dataset of Forward reaction prediction with 1.9M reactions from USPTO patents (1976-2016). Predict the product of the given reaction. (1) Given the reactants [CH:1]1([N:6]2[CH2:11][CH2:10][CH:9]([OH:12])[CH2:8][CH2:7]2)[CH2:5][CH2:4][CH2:3][CH2:2]1.C(N(CC)CC)C.[S:20](Cl)([CH3:23])(=[O:22])=[O:21], predict the reaction product. The product is: [CH:1]1([N:6]2[CH2:7][CH2:8][CH:9]([O:12][S:20]([CH3:23])(=[O:22])=[O:21])[CH2:10][CH2:11]2)[CH2:5][CH2:4][CH2:3][CH2:2]1. (2) Given the reactants CSC.[Cl:4][C:5]1[CH:10]=[CH:9][C:8]([Mg]Br)=[CH:7][CH:6]=1.[C:13]1([C@@H:19]2[CH2:23][O:22][C:21](=[O:24])[N:20]2[C:25](=[O:38])/[CH:26]=[CH:27]/[C:28]2[CH:29]=[N:30][CH:31]=[C:32]([C:34]([F:37])([F:36])[F:35])[CH:33]=2)[CH:18]=[CH:17][CH:16]=[CH:15][CH:14]=1, predict the reaction product. The product is: [Cl:4][C:5]1[CH:10]=[CH:9][C:8]([C@@H:27]([C:28]2[CH:29]=[N:30][CH:31]=[C:32]([C:34]([F:36])([F:37])[F:35])[CH:33]=2)[CH2:26][C:25]([N:20]2[C@H:19]([C:13]3[CH:18]=[CH:17][CH:16]=[CH:15][CH:14]=3)[CH2:23][O:22][C:21]2=[O:24])=[O:38])=[CH:7][CH:6]=1.